This data is from NCI-60 drug combinations with 297,098 pairs across 59 cell lines. The task is: Regression. Given two drug SMILES strings and cell line genomic features, predict the synergy score measuring deviation from expected non-interaction effect. (1) Drug 1: C(CC(=O)O)C(=O)CN.Cl. Drug 2: C1=NNC2=C1C(=O)NC=N2. Cell line: SNB-19. Synergy scores: CSS=10.6, Synergy_ZIP=-1.92, Synergy_Bliss=3.98, Synergy_Loewe=1.48, Synergy_HSA=2.78. (2) Drug 1: C1=CC(=C2C(=C1NCCNCCO)C(=O)C3=C(C=CC(=C3C2=O)O)O)NCCNCCO. Drug 2: CCCCCOC(=O)NC1=NC(=O)N(C=C1F)C2C(C(C(O2)C)O)O. Cell line: RXF 393. Synergy scores: CSS=22.4, Synergy_ZIP=-2.69, Synergy_Bliss=0.00493, Synergy_Loewe=0.141, Synergy_HSA=2.16.